From a dataset of NCI-60 drug combinations with 297,098 pairs across 59 cell lines. Regression. Given two drug SMILES strings and cell line genomic features, predict the synergy score measuring deviation from expected non-interaction effect. (1) Synergy scores: CSS=58.0, Synergy_ZIP=11.8, Synergy_Bliss=4.25, Synergy_Loewe=-44.9, Synergy_HSA=1.89. Drug 2: CC=C1C(=O)NC(C(=O)OC2CC(=O)NC(C(=O)NC(CSSCCC=C2)C(=O)N1)C(C)C)C(C)C. Drug 1: CS(=O)(=O)C1=CC(=C(C=C1)C(=O)NC2=CC(=C(C=C2)Cl)C3=CC=CC=N3)Cl. Cell line: SW-620. (2) Drug 1: CCC1=CC2CC(C3=C(CN(C2)C1)C4=CC=CC=C4N3)(C5=C(C=C6C(=C5)C78CCN9C7C(C=CC9)(C(C(C8N6C)(C(=O)OC)O)OC(=O)C)CC)OC)C(=O)OC.C(C(C(=O)O)O)(C(=O)O)O. Drug 2: C1CN(P(=O)(OC1)NCCCl)CCCl. Cell line: OVCAR-5. Synergy scores: CSS=29.9, Synergy_ZIP=-0.406, Synergy_Bliss=-0.582, Synergy_Loewe=-46.4, Synergy_HSA=-2.29. (3) Drug 1: CC1=C(C(=O)C2=C(C1=O)N3CC4C(C3(C2COC(=O)N)OC)N4)N. Drug 2: CC12CCC3C(C1CCC2OP(=O)(O)O)CCC4=C3C=CC(=C4)OC(=O)N(CCCl)CCCl.[Na+]. Cell line: LOX IMVI. Synergy scores: CSS=34.6, Synergy_ZIP=-6.69, Synergy_Bliss=-7.81, Synergy_Loewe=-3.04, Synergy_HSA=-2.02. (4) Drug 1: C1=CC(=CC=C1CCCC(=O)O)N(CCCl)CCCl. Drug 2: CCC1(CC2CC(C3=C(CCN(C2)C1)C4=CC=CC=C4N3)(C5=C(C=C6C(=C5)C78CCN9C7C(C=CC9)(C(C(C8N6C)(C(=O)OC)O)OC(=O)C)CC)OC)C(=O)OC)O.OS(=O)(=O)O. Cell line: 786-0. Synergy scores: CSS=44.4, Synergy_ZIP=-8.27, Synergy_Bliss=-10.4, Synergy_Loewe=-26.4, Synergy_HSA=-7.69.